This data is from Reaction yield outcomes from USPTO patents with 853,638 reactions. The task is: Predict the reaction yield, written as a fraction of the theoretical maximum amount of product (1.0 means a 100% yield; for example, 0.34 means a 34% yield). The catalyst is C(O)C. The yield is 0.740. The product is [CH2:21]([N:11]1[CH2:12][CH2:13][CH:8]([C:5]2[CH:6]=[CH:7][C:2]([F:1])=[CH:3][CH:4]=2)[CH:9]([OH:14])[CH2:10]1)[C:22]1[CH:27]=[CH:26][CH:25]=[CH:24][CH:23]=1. The reactants are [F:1][C:2]1[CH:7]=[CH:6][C:5]([CH:8]2[CH2:13][CH2:12][NH:11][CH2:10][CH:9]2[OH:14])=[CH:4][CH:3]=1.C(=O)([O-])[O-].[Na+].[Na+].[CH2:21](Br)[C:22]1[CH:27]=[CH:26][CH:25]=[CH:24][CH:23]=1.